Predict which catalyst facilitates the given reaction. From a dataset of Catalyst prediction with 721,799 reactions and 888 catalyst types from USPTO. (1) Reactant: [CH2:1]([O:8][C:9]1[C:14]2[NH:15][C:16](=[O:21])[C:17]([CH3:20])([CH3:19])[O:18][C:13]=2[C:12]([C:22](=[O:28])[CH:23](OCC)O)=[CH:11][CH:10]=1)[C:2]1[CH:7]=[CH:6][CH:5]=[CH:4][CH:3]=1.[CH3:29][O:30][C:31]1[CH:36]=[CH:35][C:34]([CH2:37][C:38]([NH2:41])([CH3:40])[CH3:39])=[CH:33][CH:32]=1. Product: [CH2:1]([O:8][C:9]1[C:14]2[NH:15][C:16](=[O:21])[C:17]([CH3:20])([CH3:19])[O:18][C:13]=2[C:12]([CH:22]([OH:28])[CH:23]=[N:41][C:38]([CH3:39])([CH3:40])[CH2:37][C:34]2[CH:35]=[CH:36][C:31]([O:30][CH3:29])=[CH:32][CH:33]=2)=[CH:11][CH:10]=1)[C:2]1[CH:3]=[CH:4][CH:5]=[CH:6][CH:7]=1. The catalyst class is: 8. (2) Reactant: [CH3:1][O:2][C:3]([C:5]1[C:13]2[C:8](=[CH:9][CH:10]=[C:11]([N+:14]([O-:16])=[O:15])[CH:12]=2)[NH:7][N:6]=1)=[O:4].C(Cl)Cl.[H-].[Na+].Cl[C:23]([C:36]1[CH:41]=[CH:40][CH:39]=[CH:38][CH:37]=1)([C:30]1[CH:35]=[CH:34][CH:33]=[CH:32][CH:31]=1)[C:24]1[CH:29]=[CH:28][CH:27]=[CH:26][CH:25]=1. Product: [CH3:1][O:2][C:3]([C:5]1[C:13]2[C:8](=[CH:9][CH:10]=[C:11]([N+:14]([O-:16])=[O:15])[CH:12]=2)[N:7]([C:23]([C:24]2[CH:29]=[CH:28][CH:27]=[CH:26][CH:25]=2)([C:36]2[CH:37]=[CH:38][CH:39]=[CH:40][CH:41]=2)[C:30]2[CH:31]=[CH:32][CH:33]=[CH:34][CH:35]=2)[N:6]=1)=[O:4]. The catalyst class is: 1. (3) Reactant: [H-].[Na+].[Br:3][C:4]1[C:5]([NH:10][C:11](=[O:29])[CH2:12][C:13]2[CH2:14][CH2:15][N:16]([C:19]([O:21][CH2:22][C:23]3[CH:28]=[CH:27][CH:26]=[CH:25][CH:24]=3)=[O:20])[CH2:17][CH:18]=2)=[N:6][CH:7]=[CH:8][CH:9]=1.Cl[CH2:31][O:32][CH2:33][CH2:34][Si:35]([CH3:38])([CH3:37])[CH3:36]. Product: [Br:3][C:4]1[C:5]([N:10]([CH2:31][O:32][CH2:33][CH2:34][Si:35]([CH3:38])([CH3:37])[CH3:36])[C:11](=[O:29])[CH2:12][C:13]2[CH2:14][CH2:15][N:16]([C:19]([O:21][CH2:22][C:23]3[CH:24]=[CH:25][CH:26]=[CH:27][CH:28]=3)=[O:20])[CH2:17][CH:18]=2)=[N:6][CH:7]=[CH:8][CH:9]=1. The catalyst class is: 7. (4) Reactant: [C:1]([O:5][C:6]([N:8]1[CH2:11][CH:10]([C:12](SC)(OC(O)=S)[C:13]2[CH:18]=[CH:17][CH:16]=[CH:15][N:14]=2)[CH2:9]1)=[O:7])([CH3:4])([CH3:3])[CH3:2].[SnH](CCCC)(CCCC)CCCC. Product: [C:1]([O:5][C:6]([N:8]1[CH2:9][CH:10]([CH2:12][C:13]2[CH:18]=[CH:17][CH:16]=[CH:15][N:14]=2)[CH2:11]1)=[O:7])([CH3:4])([CH3:2])[CH3:3]. The catalyst class is: 11. (5) Reactant: [OH-:1].[Na+:2].[CH:3]1[N:7]=[CH:6][N:5]([CH2:8][C:9]([P:15]([OH:18])([OH:17])=[O:16])([P:11]([OH:14])([OH:13])=[O:12])[OH:10])[CH:4]=1.CC([OH:22])C. Product: [CH:3]1[N:7]=[CH:6][N:5]([CH2:8][C:9]([P:11]([O-:14])([OH:13])=[O:12])([P:15]([O-:17])([OH:18])=[O:16])[OH:10])[CH:4]=1.[OH2:22].[OH2:1].[OH2:10].[OH2:10].[Na+:2].[Na+:2]. The catalyst class is: 6. (6) Reactant: [NH2:1][C:2]1[CH:3]=[CH:4][C:5]([C:8]2[CH:9]=[C:10]3[C:15](=[CH:16][CH:17]=2)[C:14](=[O:18])[C:13]([CH2:20][C:21]([O:23][CH2:24][CH3:25])=[O:22])([CH3:19])[CH2:12][CH2:11]3)=[N:6][CH:7]=1.C(=O)([O-])[O-].[Cs+].[Cs+].Br[C:33]1[CH:34]=[CH:35][C:36]([C:39]([F:42])([F:41])[F:40])=[N:37][CH:38]=1. Product: [CH3:19][C:13]1([CH2:20][C:21]([O:23][CH2:24][CH3:25])=[O:22])[CH2:12][CH2:11][C:10]2[C:15](=[CH:16][CH:17]=[C:8]([C:5]3[CH:4]=[CH:3][C:2]([NH:1][C:33]4[CH:38]=[N:37][C:36]([C:39]([F:42])([F:41])[F:40])=[CH:35][CH:34]=4)=[CH:7][N:6]=3)[CH:9]=2)[C:14]1=[O:18]. The catalyst class is: 733.